Dataset: Catalyst prediction with 721,799 reactions and 888 catalyst types from USPTO. Task: Predict which catalyst facilitates the given reaction. (1) Reactant: [CH3:1][O:2][C:3]([C:5]1[C:6]([OH:24])=[C:7]2[C:12](=[CH:13][N:14]=1)[N:11]([CH2:15][C:16]1[CH:21]=[CH:20][CH:19]=[CH:18][CH:17]=1)[C:10](=[O:22])[C:9](Br)=[CH:8]2)=[O:4].C([Sn](CCCC)(CCCC)[C:30]1[CH:35]=[CH:34][CH:33]=[CH:32][N:31]=1)CCC.CCOC(C)=O.Cl. Product: [CH3:1][O:2][C:3]([C:5]1[C:6]([OH:24])=[C:7]2[C:12](=[CH:13][N:14]=1)[N:11]([CH2:15][C:16]1[CH:21]=[CH:20][CH:19]=[CH:18][CH:17]=1)[C:10](=[O:22])[C:9]([C:30]1[CH:35]=[CH:34][CH:33]=[CH:32][N:31]=1)=[CH:8]2)=[O:4]. The catalyst class is: 510. (2) Reactant: C[O:2][C:3]1[CH:11]=[C:10]([O:12][CH3:13])[C:9]([O:14][CH3:15])=[CH:8][C:4]=1[C:5]([OH:7])=[O:6].[Na+].[Br-].B(F)(F)F.CCOCC.[OH-].[Na+]. Product: [OH:2][C:3]1[CH:11]=[C:10]([O:12][CH3:13])[C:9]([O:14][CH3:15])=[CH:8][C:4]=1[C:5]([OH:7])=[O:6]. The catalyst class is: 84. (3) Reactant: [F:1][C:2]([F:13])([F:12])[C:3]1[C:10]([Cl:11])=[CH:9][CH:8]=[CH:7][C:4]=1[CH2:5]Br.[CH3:14][CH:15]([CH3:31])[CH2:16][NH:17][CH:18]1[CH2:23][CH2:22][N:21]([C:24]([O:26][C:27]([CH3:30])([CH3:29])[CH3:28])=[O:25])[CH2:20][CH2:19]1.C(=O)([O-])[O-].[K+].[K+]. Product: [F:1][C:2]([F:13])([F:12])[C:3]1[C:10]([Cl:11])=[CH:9][CH:8]=[CH:7][C:4]=1[CH2:5][N:17]([CH2:16][CH:15]([CH3:31])[CH3:14])[CH:18]1[CH2:19][CH2:20][N:21]([C:24]([O:26][C:27]([CH3:28])([CH3:29])[CH3:30])=[O:25])[CH2:22][CH2:23]1. The catalyst class is: 10. (4) Product: [CH3:36][O:35][C:25]1[CH:24]=[C:23]([NH:11][C:9]2[N:10]=[C:5]3[C:4]([C:12]4[CH:21]=[CH:20][C:15]5[N:16]=[C:17]([CH3:19])[O:18][C:14]=5[CH:13]=4)=[CH:3][C:2]([CH3:1])=[CH:7][N:6]3[N:8]=2)[CH:28]=[CH:27][C:26]=1[N:29]1[CH:33]=[C:32]([CH3:34])[N:31]=[CH:30]1. Reactant: [CH3:1][C:2]1[CH:3]=[C:4]([C:12]2[CH:21]=[CH:20][C:15]3[N:16]=[C:17]([CH3:19])[O:18][C:14]=3[CH:13]=2)[C:5]2[N:6]([N:8]=[C:9]([NH2:11])[N:10]=2)[CH:7]=1.Br[C:23]1[CH:28]=[CH:27][C:26]([N:29]2[CH:33]=[C:32]([CH3:34])[N:31]=[CH:30]2)=[C:25]([O:35][CH3:36])[CH:24]=1.C(Cl)Cl. The catalyst class is: 61.